From a dataset of Full USPTO retrosynthesis dataset with 1.9M reactions from patents (1976-2016). Predict the reactants needed to synthesize the given product. (1) Given the product [Cl:15][C:16]1[CH:17]=[C:18]([NH:29][C:30]2[N:32]=[C:8]([C:3]3[S:4][C:5]([CH3:7])=[N:6][C:2]=3[CH3:1])[CH:9]=[CH:10][N:31]=2)[CH:19]=[C:20]([Cl:28])[C:21]=1[N:22]1[CH2:27][CH2:26][O:25][CH2:24][CH2:23]1, predict the reactants needed to synthesize it. The reactants are: [CH3:1][C:2]1[N:6]=[C:5]([CH3:7])[S:4][C:3]=1/[CH:8]=[CH:9]/[C:10](N(C)C)=O.[Cl:15][C:16]1[CH:17]=[C:18]([NH:29][C:30]([NH2:32])=[NH:31])[CH:19]=[C:20]([Cl:28])[C:21]=1[N:22]1[CH2:27][CH2:26][O:25][CH2:24][CH2:23]1. (2) The reactants are: C[O:2][C:3]1[CH:8]=[CH:7][C:6]([N:9]2[C:13]3[CH:14]=[CH:15][CH:16]=[CH:17][C:12]=3[N:11]=[C:10]2[C:18]2[CH:22]=[CH:21][S:20][C:19]=2[CH3:23])=[CH:5][CH:4]=1.B(Br)(Br)Br. Given the product [CH3:23][C:19]1[S:20][CH:21]=[CH:22][C:18]=1[C:10]1[N:9]([C:6]2[CH:5]=[CH:4][C:3]([OH:2])=[CH:8][CH:7]=2)[C:13]2[CH:14]=[CH:15][CH:16]=[CH:17][C:12]=2[N:11]=1, predict the reactants needed to synthesize it. (3) Given the product [F:1][C:2]1[C:7]2[N:8]=[CH:9][O:10][C:6]=2[CH:5]=[C:4]([C:11]([NH:13][O:14][CH2:15][CH2:16][OH:17])=[O:12])[C:3]=1[NH:20][C:21]1[CH:26]=[CH:25][C:24]([I:27])=[CH:23][C:22]=1[F:28], predict the reactants needed to synthesize it. The reactants are: [F:1][C:2]1[C:7]2[N:8]=[CH:9][O:10][C:6]=2[CH:5]=[C:4]([C:11]([NH:13][O:14][CH2:15][CH2:16][O:17]C=C)=[O:12])[C:3]=1[NH:20][C:21]1[CH:26]=[CH:25][C:24]([I:27])=[CH:23][C:22]=1[F:28].Cl.C([O-])(O)=O.[Na+]. (4) Given the product [N+:10]([C:13]1[CH:14]=[CH:15][C:16]([CH2:19][O:5][S:2]([CH3:1])(=[O:4])=[O:3])=[N:17][CH:18]=1)([O-:12])=[O:11], predict the reactants needed to synthesize it. The reactants are: [CH3:1][S:2]([O:5]S(C)(=O)=O)(=[O:4])=[O:3].[N+:10]([C:13]1[CH:14]=[CH:15][C:16]([CH2:19]O)=[N:17][CH:18]=1)([O-:12])=[O:11].C(N(CC)CC)C. (5) Given the product [F:89][CH:87]([F:88])[C:76]1[C:77]2[C:78]([F:86])([F:85])[CH2:79][CH2:80][C:81]([F:84])([F:83])[C:82]=2[N:74]([CH2:73][C:72]([NH:71][C@H:61]([C:51]2[C:50]([C:34]3[CH:35]=[CH:36][C:37]([F:43])=[C:38]([CH:42]=3)[C:39]([NH2:41])=[O:40])=[CH:55][N:54]=[C:53]([NH:56][CH2:57][CH2:58][O:59][CH3:60])[N:52]=2)[CH2:62][C:63]2[CH:64]=[C:65]([F:70])[CH:66]=[C:67]([F:69])[CH:68]=2)=[O:90])[N:75]=1, predict the reactants needed to synthesize it. The reactants are: FC1C=C(C[C@H](C2C([C:34]3[CH:35]=[CH:36][C:37]([F:43])=[C:38]([CH:42]=3)[C:39]([NH2:41])=[O:40])=CN=C(NCCOC)N=2)NC(=O)CN2C3CCCCC=3C(C(F)(F)F)=N2)C=C(F)C=1.Br[C:50]1[C:51]([C@@H:61]([NH:71][C:72](=[O:90])[CH2:73][N:74]2[C:82]3[C:81]([F:84])([F:83])[CH2:80][CH2:79][C:78]([F:86])([F:85])[C:77]=3[C:76]([CH:87]([F:89])[F:88])=[N:75]2)[CH2:62][C:63]2[CH:68]=[C:67]([F:69])[CH:66]=[C:65]([F:70])[CH:64]=2)=[N:52][C:53]([NH:56][CH2:57][CH2:58][O:59][CH3:60])=[N:54][CH:55]=1. (6) Given the product [CH:1]12[CH2:7][CH:4]([CH2:5][CH2:6]1)[CH:3]1[CH:2]2[NH:12][C:13]1=[O:14], predict the reactants needed to synthesize it. The reactants are: [CH:1]12[CH2:7][CH:4]([CH2:5][CH2:6]1)[CH:3]=[CH:2]2.ClS([N:12]=[C:13]=[O:14])(=O)=O.S([O-])([O-])=O.[Na+].[Na+].[OH-].[K+]. (7) Given the product [CH2:1]([O:3][C:4]([C:6]1[C:7]([CH3:26])=[C:8]([C:19]([O:21][C:22]([CH3:25])([CH3:24])[CH3:23])=[O:20])[NH:9][C:10]=1[CH2:11][CH2:12][CH2:13][NH:27][CH2:28][CH:29]([OH:37])[CH2:30][N:31]1[CH2:32][CH2:33][O:34][CH2:35][CH2:36]1)=[O:5])[CH3:2], predict the reactants needed to synthesize it. The reactants are: [CH2:1]([O:3][C:4]([C:6]1[C:7]([CH3:26])=[C:8]([C:19]([O:21][C:22]([CH3:25])([CH3:24])[CH3:23])=[O:20])[NH:9][C:10]=1[CH2:11][CH2:12][CH2:13]OS(C)(=O)=O)=[O:5])[CH3:2].[NH2:27][CH2:28][CH:29]([OH:37])[CH2:30][N:31]1[CH2:36][CH2:35][O:34][CH2:33][CH2:32]1.